The task is: Predict which catalyst facilitates the given reaction.. This data is from Catalyst prediction with 721,799 reactions and 888 catalyst types from USPTO. (1) Reactant: [CH3:1][N:2]([CH2:4][C:5]1[N:9]2[CH:10]=[C:11]([N:24]3[CH:29]=[CH:28][C:27]([CH3:30])=[CH:26][C:25]3=[O:31])[CH:12]=[C:13]([NH:14][CH2:15][C:16]3[C:21]([CH3:22])=[CH:20][CH:19]=[CH:18][C:17]=3[CH3:23])[C:8]2=[N:7][C:6]=1[CH3:32])[CH3:3].[CH3:33][I:34]. Product: [I-:34].[CH3:22][C:21]1[CH:20]=[CH:19][CH:18]=[C:17]([CH3:23])[C:16]=1[CH2:15][NH:14][C:13]1[C:8]2[N:9]([C:5]([CH2:4][N+:2]([CH3:33])([CH3:3])[CH3:1])=[C:6]([CH3:32])[N:7]=2)[CH:10]=[C:11]([N:24]2[CH:29]=[CH:28][C:27]([CH3:30])=[CH:26][C:25]2=[O:31])[CH:12]=1. The catalyst class is: 8. (2) Reactant: [Br:1][C:2]1[N:6]2[CH2:7][CH2:8][N:9]([CH2:12][C:13]3[CH:18]=[CH:17][C:16]([F:19])=[CH:15][CH:14]=3)[C:10](=[O:11])[C:5]2=[C:4]([O:20][CH2:21][C:22]2[CH:27]=[CH:26][CH:25]=[CH:24][CH:23]=2)[C:3]=1[C:28]([NH:30][CH3:31])=[O:29].C[Si]([N-][Si](C)(C)C)(C)C.[Li+].[CH2:42]1COC[CH2:43]1.[CH2:47](Br)C=C. Product: [CH2:31]([N:30]([CH3:47])[C:28]([C:3]1[C:4]([O:20][CH2:21][C:22]2[CH:27]=[CH:26][CH:25]=[CH:24][CH:23]=2)=[C:5]2[C:10](=[O:11])[N:9]([CH2:12][C:13]3[CH:18]=[CH:17][C:16]([F:19])=[CH:15][CH:14]=3)[CH2:8][CH2:7][N:6]2[C:2]=1[Br:1])=[O:29])[CH:42]=[CH2:43]. The catalyst class is: 3. (3) Reactant: C([O:4][C:5]1[CH:26]=[CH:25][C:8]([C:9]2[CH:10]([CH3:24])[O:11][C:12]3[C:17]([CH:18]=2)=[C:16]([CH3:19])[CH:15]=[C:14]([O:20]C(=O)C)[CH:13]=3)=[CH:7][CH:6]=1)(=O)C.[OH-].[K+].C(O)(=O)C. Product: [OH:4][C:5]1[CH:26]=[CH:25][C:8]([C:9]2[CH:10]([CH3:24])[O:11][C:12]3[C:17]([CH:18]=2)=[C:16]([CH3:19])[CH:15]=[C:14]([OH:20])[CH:13]=3)=[CH:7][CH:6]=1. The catalyst class is: 24. (4) Reactant: [Cl:1][C:2]1[CH:8]=[C:7]([O:9][C:10]2[C:11]3[N:18]([CH3:19])[CH:17]=[CH:16][C:12]=3[N:13]=[CH:14][N:15]=2)[CH:6]=[CH:5][C:3]=1[NH2:4].N1C=CC=CC=1.Cl[C:27](OC1C=CC=CC=1)=[O:28].[F:36][C:37]([F:47])([F:46])[O:38][C:39]1[CH:40]=[C:41]([CH:43]=[CH:44][CH:45]=1)[NH2:42]. Product: [Cl:1][C:2]1[CH:8]=[C:7]([O:9][C:10]2[C:11]3[N:18]([CH3:19])[CH:17]=[CH:16][C:12]=3[N:13]=[CH:14][N:15]=2)[CH:6]=[CH:5][C:3]=1[NH:4][C:27]([NH:42][C:41]1[CH:43]=[CH:44][CH:45]=[C:39]([O:38][C:37]([F:46])([F:47])[F:36])[CH:40]=1)=[O:28]. The catalyst class is: 395. (5) Reactant: [C:9](O[C:9]([O:11][C:12]([CH3:15])([CH3:14])[CH3:13])=[O:10])([O:11][C:12]([CH3:15])([CH3:14])[CH3:13])=[O:10].[OH:16][CH2:17][CH2:18][N:19]1[CH2:24][CH2:23][NH:22][CH2:21][CH2:20]1. The catalyst class is: 2. Product: [C:12]([O:11][C:9]([N:22]1[CH2:23][CH2:24][N:19]([CH2:18][CH2:17][OH:16])[CH2:20][CH2:21]1)=[O:10])([CH3:13])([CH3:14])[CH3:15].